Dataset: Experimentally validated miRNA-target interactions with 360,000+ pairs, plus equal number of negative samples. Task: Binary Classification. Given a miRNA mature sequence and a target amino acid sequence, predict their likelihood of interaction. The miRNA is hsa-miR-2276-5p with sequence GCCCUCUGUCACCUUGCAGACG. The protein sequence of the target gene is MADGAPRPQLYRSVSFKLLERWSGGPGLREEDTDTPGLRRRASCRPTTAARGQPSRRVSKLASGPLAAPAQPRPLRSLSPSVRQLSRRFDAPRLDDGSAGTRDGGVLPAAAEEAAEGPARGAWPSVTEMRKLFGGPGSRRPSADSESPGTPSPDGAAWEPPARESRQPPTPPPRTCFPLAGLRSARPLTGPETEGRLRRPQQQQERAQRPADGLHSWHIFSQPQAGARASCSSSSIAASYPVSRSRAASSSEEEEEGPPQLPGAQSPAYHGGHSSGSDDDRDGEGGHRWGGRPGLRPGSS.... Result: 0 (no interaction).